This data is from Full USPTO retrosynthesis dataset with 1.9M reactions from patents (1976-2016). The task is: Predict the reactants needed to synthesize the given product. (1) Given the product [NH2:39][C:19]1[C:18]2[N:24]=[C:25]3[N:30]([C:31]([O:33][C:34]([CH3:37])([CH3:36])[CH3:35])=[O:32])[CH2:29][CH2:28][CH2:27][N:26]3[C:17]=2[C:16]2[C:21](=[CH:22][C:13]([Br:12])=[CH:14][CH:15]=2)[N:20]=1, predict the reactants needed to synthesize it. The reactants are: C1(C)C=CC(S(Cl)(=O)=O)=CC=1.[Br:12][C:13]1[CH:22]=[C:21]2[C:16]([C:17]3[N:26]4[CH2:27][CH2:28][CH2:29][N:30]([C:31]([O:33][C:34]([CH3:37])([CH3:36])[CH3:35])=[O:32])[C:25]4=[N:24][C:18]=3[CH:19]=[N+:20]2[O-])=[CH:15][CH:14]=1.[OH-].[NH4+:39]. (2) Given the product [Br:11][C:8]1[CH:9]=[CH:10][C:5]([C:3]2[N:14]=[CH:12][O:13][CH:2]=2)=[CH:6][CH:7]=1, predict the reactants needed to synthesize it. The reactants are: Br[CH2:2][C:3]([C:5]1[CH:10]=[CH:9][C:8]([Br:11])=[CH:7][CH:6]=1)=O.[CH:12]([NH2:14])=[O:13]. (3) The reactants are: [CH3:1][C:2]([C@@H:4]1[C@@:8]2([CH3:23])[CH2:9][CH2:10][C@@H:11]3[C@:21]4([CH3:22])[C:15](=[CH:16][C:17]([CH2:19][CH2:20]4)=[O:18])[CH2:14][CH2:13][C@H:12]3[C@@H:7]2[CH2:6][CH2:5]1)=[O:3].[H-].C([Al+]CC(C)C)C(C)C.C(OCC)(=O)C. Given the product [CH3:1][CH:2]([OH:3])[C@@H:4]1[C@:8]2([CH3:23])[C@H:7]([C@H:12]3[C@H:11]([CH2:10][CH2:9]2)[C@:21]2([CH3:22])[C:15](=[CH:16][CH:17]([OH:18])[CH2:19][CH2:20]2)[CH2:14][CH2:13]3)[CH2:6][CH2:5]1, predict the reactants needed to synthesize it. (4) Given the product [Cl:1][C:2]1[CH:7]=[CH:6][CH:5]=[CH:4][C:3]=1[CH:8]([C:20]1[CH:28]=[CH:27][C:23]([C:24]([NH:34][CH2:33][CH2:32][O:31][CH3:30])=[O:26])=[C:22]([F:29])[CH:21]=1)[CH2:9][C:10]([C:12]1[CH:17]=[CH:16][C:15](=[O:18])[N:14]([CH3:19])[CH:13]=1)=[O:11], predict the reactants needed to synthesize it. The reactants are: [Cl:1][C:2]1[CH:7]=[CH:6][CH:5]=[CH:4][C:3]=1[CH:8]([C:20]1[CH:28]=[CH:27][C:23]([C:24]([OH:26])=O)=[C:22]([F:29])[CH:21]=1)[CH2:9][C:10]([C:12]1[CH:17]=[CH:16][C:15](=[O:18])[N:14]([CH3:19])[CH:13]=1)=[O:11].[CH3:30][O:31][CH2:32][CH2:33][NH2:34].CN([P+](ON1N=NC2C=CC=CC1=2)(N(C)C)N(C)C)C.F[P-](F)(F)(F)(F)F. (5) The reactants are: [CH3:1][C:2]1([CH3:27])[CH2:11][C:10]2[C:5](=[CH:6][CH:7]=[C:8]([C:12]([O:14][CH3:15])=[O:13])[CH:9]=2)[N:4]=[C:3]1[C:16]1[CH:21]=[CH:20][CH:19]=[C:18]([S:22](=[O:26])(=[O:25])[NH:23][CH3:24])[CH:17]=1. Given the product [CH3:1][C:2]1([CH3:27])[CH2:11][C:10]2[C:5](=[CH:6][CH:7]=[C:8]([C:12]([O:14][CH3:15])=[O:13])[CH:9]=2)[NH:4][CH:3]1[C:16]1[CH:21]=[CH:20][CH:19]=[C:18]([S:22](=[O:26])(=[O:25])[NH:23][CH3:24])[CH:17]=1, predict the reactants needed to synthesize it.